Dataset: Tox21: 12 toxicity assays (nuclear receptors and stress response pathways). Task: Binary classification across 12 toxicity assays. (1) The drug is CNC(C)Cc1ccc2c(c1)OCO2. It tested positive (active) for: SR-HSE (Heat Shock Element response). (2) It tested positive (active) for: NR-AR (Androgen Receptor agonist activity), NR-ER (Estrogen Receptor agonist activity), NR-ER-LBD (Estrogen Receptor Ligand Binding Domain agonist), and SR-MMP (Mitochondrial Membrane Potential disruption). The drug is C=CC[C@]1(O)CC[C@H]2[C@@H]3CCC4=CCCC[C@@H]4[C@H]3CC[C@@]21C.